This data is from Reaction yield outcomes from USPTO patents with 853,638 reactions. The task is: Predict the reaction yield, written as a fraction of the theoretical maximum amount of product (1.0 means a 100% yield; for example, 0.34 means a 34% yield). (1) The reactants are [F:1][C:2]1[CH:7]=[C:6](I)[CH:5]=[C:4]([CH3:9])[C:3]=1[C:10](=[O:12])[CH3:11].[O-]P([O-])([O-])=O.[K+].[K+].[K+].[CH3:21][O:22][C:23]1[CH:28]=[CH:27][C:26]([OH:29])=[CH:25][CH:24]=1. The catalyst is C1(C)C=CC=CC=1.CC([O-])=O.CC([O-])=O.[Pd+2].C(P(C(C)(C)C)C1C=CC=CC=1C1C(C(C)C)=CC(C(C)C)=CC=1C(C)C)(C)(C)C. The product is [F:1][C:2]1[CH:7]=[C:6]([O:29][C:26]2[CH:27]=[CH:28][C:23]([O:22][CH3:21])=[CH:24][CH:25]=2)[CH:5]=[C:4]([CH3:9])[C:3]=1[C:10](=[O:12])[CH3:11]. The yield is 0.430. (2) The reactants are O1CCCC1.[CH3:6][C:7]([CH3:10])([O-:9])[CH3:8].[K+].F[C:13]1[CH:18]=[CH:17][C:16]([F:19])=[CH:15][C:14]=1[N+:20]([O-:22])=[O:21].Cl. The catalyst is O. The product is [C:7]([O:9][C:13]1[CH:18]=[CH:17][C:16]([F:19])=[CH:15][C:14]=1[N+:20]([O-:22])=[O:21])([CH3:10])([CH3:8])[CH3:6]. The yield is 0.800. (3) The reactants are [S:1]1[CH:5]=[CH:4][N:3]=[C:2]1[CH2:6][C:7]1[CH2:12][CH2:11][N:10]([C:13](=[O:16])[CH:14]=[CH2:15])[CH2:9][CH:8]=1.Br[C:18]1[CH:19]=[C:20]2[C:37](=[N:38][CH:39]=1)[NH:36][C:35](=[O:40])[C:22]1([CH2:27][CH2:26][N:25]([C:28]([O:30][C:31]([CH3:34])([CH3:33])[CH3:32])=[O:29])[CH2:24][CH2:23]1)[CH2:21]2.CCN(C(C)C)C(C)C.CC1C=CC=CC=1P(C1C=CC=CC=1C)C1C=CC=CC=1C. The catalyst is CN(C=O)C.C(#N)CC.CC([O-])=O.CC([O-])=O.[Pd+2]. The product is [O:40]=[C:35]1[C:22]2([CH2:27][CH2:26][N:25]([C:28]([O:30][C:31]([CH3:34])([CH3:33])[CH3:32])=[O:29])[CH2:24][CH2:23]2)[CH2:21][C:20]2[C:37](=[N:38][CH:39]=[C:18](/[CH:15]=[CH:14]/[C:13](=[O:16])[N:10]3[CH2:11][CH2:12][C:7]([CH2:6][C:2]4[S:1][CH:5]=[CH:4][N:3]=4)=[CH:8][CH2:9]3)[CH:19]=2)[NH:36]1. The yield is 0.220. (4) The reactants are [N+:1]([C:4]1[C:13]2[C:8](=[CH:9][CH:10]=[CH:11][CH:12]=2)[C:7]([OH:14])=[CH:6][CH:5]=1)([O-:3])=[O:2].C1C=CC(P(C2C=CC=CC=2)C2C=CC=CC=2)=CC=1.[NH2:34][C:35]1[CH:36]=[N:37][CH:38]=[CH:39][C:40]=1[CH2:41][CH2:42]O.CC(OC(/N=N/C(OC(C)C)=O)=O)C. The catalyst is C1COCC1. The product is [N+:1]([C:4]1[C:13]2[C:8](=[CH:9][CH:10]=[CH:11][CH:12]=2)[C:7]([O:14][CH2:42][CH2:41][C:40]2[CH:39]=[CH:38][N:37]=[CH:36][C:35]=2[NH2:34])=[CH:6][CH:5]=1)([O-:3])=[O:2]. The yield is 0.880. (5) The reactants are [NH2:1][C:2]1[S:3][C:4]([CH3:7])=[CH:5][N:6]=1.[CH3:8][O:9][C:10](=[O:16])[CH:11](Cl)[C:12]([CH3:14])=O. The catalyst is COCCOC. The product is [CH3:7][C:4]1[S:3][C:2]2=[N:1][C:12]([CH3:14])=[C:11]([C:10]([O:9][CH3:8])=[O:16])[N:6]2[CH:5]=1. The yield is 0.360. (6) The reactants are Cl.[F:2][C:3]1[CH:8]=[CH:7][C:6]([S:9]([N:12]2[CH2:17][CH2:16][NH:15][CH2:14][C:13]2=[O:18])(=[O:11])=[O:10])=[C:5]([N+:19]([O-:21])=[O:20])[CH:4]=1.[CH:22]([O:35][C:36]([NH:38][C:39]1[N:47]=[CH:46][N:45]=[C:44]2[C:40]=1[N:41]=[CH:42][N:43]2[CH2:48][C:49](O)=[O:50])=[O:37])([C:29]1[CH:34]=[CH:33][CH:32]=[CH:31][CH:30]=1)[C:23]1[CH:28]=[CH:27][CH:26]=[CH:25][CH:24]=1. No catalyst specified. The product is [CH:22]([O:35][C:36]([NH:38][C:39]1[N:47]=[CH:46][N:45]=[C:44]2[C:40]=1[N:41]=[CH:42][N:43]2[CH2:48][C:49]([N:15]1[CH2:16][CH2:17][N:12]([S:9]([C:6]2[CH:7]=[CH:8][C:3]([F:2])=[CH:4][C:5]=2[N+:19]([O-:21])=[O:20])(=[O:11])=[O:10])[C:13](=[O:18])[CH2:14]1)=[O:50])=[O:37])([C:23]1[CH:28]=[CH:27][CH:26]=[CH:25][CH:24]=1)[C:29]1[CH:30]=[CH:31][CH:32]=[CH:33][CH:34]=1. The yield is 0.580. (7) The reactants are [H-].[Al+3].[Li+].[H-].[H-].[H-].C([O:9][C:10](=O)[CH:11]([CH2:17][CH2:18][CH2:19][O:20][CH2:21][C:22]1[CH:27]=[CH:26][C:25]([O:28][CH3:29])=[CH:24][CH:23]=1)[C:12](OCC)=[O:13])C.O. The catalyst is C1COCC1. The product is [CH3:29][O:28][C:25]1[CH:24]=[CH:23][C:22]([CH2:21][O:20][CH2:19][CH2:18][CH2:17][CH:11]([CH2:10][OH:9])[CH2:12][OH:13])=[CH:27][CH:26]=1. The yield is 0.520.